Dataset: NCI-60 drug combinations with 297,098 pairs across 59 cell lines. Task: Regression. Given two drug SMILES strings and cell line genomic features, predict the synergy score measuring deviation from expected non-interaction effect. Drug 1: CC1=C(C(=CC=C1)Cl)NC(=O)C2=CN=C(S2)NC3=CC(=NC(=N3)C)N4CCN(CC4)CCO. Drug 2: CC1C(C(CC(O1)OC2CC(CC3=C2C(=C4C(=C3O)C(=O)C5=CC=CC=C5C4=O)O)(C(=O)C)O)N)O. Cell line: RXF 393. Synergy scores: CSS=72.0, Synergy_ZIP=12.4, Synergy_Bliss=13.0, Synergy_Loewe=15.3, Synergy_HSA=16.4.